Dataset: Reaction yield outcomes from USPTO patents with 853,638 reactions. Task: Predict the reaction yield, written as a fraction of the theoretical maximum amount of product (1.0 means a 100% yield; for example, 0.34 means a 34% yield). (1) The reactants are [CH2:1]([N:3]1[C:7](=[NH:8])/[C:6](=[CH:9]/[C:10]2[CH:15]=[CH:14][C:13]([O:16]CC3C=CC(OC)=CC=3)=[C:12]([O:26][CH3:27])[CH:11]=2)/[N:5]([CH3:28])[C:4]1=[O:29])[CH3:2]. The catalyst is FC(F)(F)C(O)=O. The product is [CH2:1]([N:3]1[C:7](=[NH:8])/[C:6](=[CH:9]\[C:10]2[CH:15]=[CH:14][C:13]([OH:16])=[C:12]([O:26][CH3:27])[CH:11]=2)/[N:5]([CH3:28])[C:4]1=[O:29])[CH3:2]. The yield is 0.810. (2) The reactants are F[C:2]1[CH:7]=[CH:6][C:5]([NH:8][C:9](=[O:16])[C:10]2[CH:15]=[CH:14][CH:13]=[CH:12][CH:11]=2)=[CH:4][C:3]=1[N+:17]([O-:19])=[O:18].[C:20]([NH:27][C:28]1[CH:33]=[CH:32][C:31]([OH:34])=[CH:30][CH:29]=1)([O:22][C:23]([CH3:26])([CH3:25])[CH3:24])=[O:21].[OH-].[K+].O. The catalyst is CS(C)=O. The product is [C:23]([O:22][C:20](=[O:21])[NH:27][C:28]1[CH:29]=[CH:30][C:31]([O:34][C:2]2[CH:7]=[CH:6][C:5]([NH:8][C:9](=[O:16])[C:10]3[CH:15]=[CH:14][CH:13]=[CH:12][CH:11]=3)=[CH:4][C:3]=2[N+:17]([O-:19])=[O:18])=[CH:32][CH:33]=1)([CH3:26])([CH3:24])[CH3:25]. The yield is 0.920.